Dataset: Forward reaction prediction with 1.9M reactions from USPTO patents (1976-2016). Task: Predict the product of the given reaction. (1) Given the reactants [CH3:1][N:2]1[CH2:7][CH2:6][N:5]([C:8]([O:10][CH:11]2[N:20]([C:21]3[CH:22]=[CH:23][C:24]([Cl:27])=[CH:25][N:26]=3)[C:18](=[O:19])[C:13]3[N:14]=[CH:15][CH:16]=[N:17][C:12]2=3)=[O:9])[CH2:4][CH2:3]1, predict the reaction product. The product is: [CH3:1][N:2]1[CH2:7][CH2:6][N:5]([C:8]([O:10][C@@H:11]2[N:20]([C:21]3[CH:22]=[CH:23][C:24]([Cl:27])=[CH:25][N:26]=3)[C:18](=[O:19])[C:13]3[N:14]=[CH:15][CH:16]=[N:17][C:12]2=3)=[O:9])[CH2:4][CH2:3]1. (2) Given the reactants [Br:1]Br.[CH3:3][C:4]1[N:9]=[C:8]([NH2:10])[C:7]([C:11]([F:14])([F:13])[F:12])=[CH:6][CH:5]=1, predict the reaction product. The product is: [Br:1][C:5]1[CH:6]=[C:7]([C:11]([F:14])([F:12])[F:13])[C:8]([NH2:10])=[N:9][C:4]=1[CH3:3]. (3) Given the reactants C([O:3][C:4]([C:6]1[C:7]([CH3:25])=[N:8][N:9]2[C:14]([O:15][CH2:16][C:17]3[C:22]([F:23])=[CH:21][CH:20]=[CH:19][C:18]=3[F:24])=[CH:13][CH:12]=[CH:11][C:10]=12)=[O:5])C.[OH-].[Na+], predict the reaction product. The product is: [F:24][C:18]1[CH:19]=[CH:20][CH:21]=[C:22]([F:23])[C:17]=1[CH2:16][O:15][C:14]1[N:9]2[N:8]=[C:7]([CH3:25])[C:6]([C:4]([OH:5])=[O:3])=[C:10]2[CH:11]=[CH:12][CH:13]=1. (4) Given the reactants [C:1]([C:3]1[CH:8]=[C:7](Br)[CH:6]=[CH:5][C:4]=1[NH:10][S:11]([NH2:14])(=[O:13])=[O:12])#[N:2].[CH:15](/B(O)O)=[CH:16]\[CH3:17], predict the reaction product. The product is: [C:1]([C:3]1[CH:8]=[C:7](/[CH:15]=[CH:16]/[CH3:17])[CH:6]=[CH:5][C:4]=1[NH:10][S:11]([NH2:14])(=[O:13])=[O:12])#[N:2]. (5) Given the reactants [CH3:1][N:2]([CH3:8])[C@@H:3]1[CH2:7][CH2:6][NH:5][CH2:4]1.F[C:10]1[C:15]([N+:16]([O-:18])=[O:17])=[CH:14][C:13]([NH:19][C:20]2[N:25]=[C:24]([C:26]3[C:34]4[C:29](=[CH:30][CH:31]=[CH:32][CH:33]=4)[N:28]([CH3:35])[CH:27]=3)[C:23]([CH3:36])=[CH:22][N:21]=2)=[C:12]([O:37][CH3:38])[CH:11]=1, predict the reaction product. The product is: [CH3:1][N:2]([CH3:8])[C@@H:3]1[CH2:7][CH2:6][N:5]([C:10]2[C:15]([N+:16]([O-:18])=[O:17])=[CH:14][C:13]([NH:19][C:20]3[N:25]=[C:24]([C:26]4[C:34]5[C:29](=[CH:30][CH:31]=[CH:32][CH:33]=5)[N:28]([CH3:35])[CH:27]=4)[C:23]([CH3:36])=[CH:22][N:21]=3)=[C:12]([O:37][CH3:38])[CH:11]=2)[CH2:4]1.